The task is: Predict which catalyst facilitates the given reaction.. This data is from Catalyst prediction with 721,799 reactions and 888 catalyst types from USPTO. (1) Reactant: FC(F)(F)C(O)=O.C(OC([N:15]1[CH2:20][CH2:19][O:18][C@@H:17]([C:21]2[CH:26]=[CH:25][C:24]([NH:27][C:28]([C:30]3[CH:35]=[N:34][C:33]([CH:36]4[CH2:38][CH2:37]4)=[CH:32][N:31]=3)=[O:29])=[C:23]([F:39])[CH:22]=2)[CH2:16]1)=O)(C)(C)C.[OH-].[Na+]. Product: [CH:36]1([C:33]2[N:34]=[CH:35][C:30]([C:28]([NH:27][C:24]3[CH:25]=[CH:26][C:21]([C@@H:17]4[O:18][CH2:19][CH2:20][NH:15][CH2:16]4)=[CH:22][C:23]=3[F:39])=[O:29])=[N:31][CH:32]=2)[CH2:37][CH2:38]1. The catalyst class is: 192. (2) Reactant: [CH2:1]1[C@H:5]2[C:6]3[CH:15]=[CH:14][CH:13]=[CH:12][C:7]=3[C:8](=[O:11])[NH:9][CH2:10][C@@H:4]2[CH2:3][NH:2]1.C(N(CC)CC)C.[C:23](O[C:23]([O:25][C:26]([CH3:29])([CH3:28])[CH3:27])=[O:24])([O:25][C:26]([CH3:29])([CH3:28])[CH3:27])=[O:24]. Product: [O:11]=[C:8]1[C:7]2[CH:12]=[CH:13][CH:14]=[CH:15][C:6]=2[C@@H:5]2[CH2:1][N:2]([C:23]([O:25][C:26]([CH3:29])([CH3:28])[CH3:27])=[O:24])[CH2:3][C@H:4]2[CH2:10][NH:9]1. The catalyst class is: 4. (3) Reactant: [NH2:1][C:2]1[CH:3]=[C:4]([C:9]#[C:10]C(C)(O)C)[C:5]([CH3:8])=[N:6][CH:7]=1.[OH-].[Na+].C([O-])(O)=O.[Na+]. Product: [C:9]([C:4]1[CH:3]=[C:2]([NH2:1])[CH:7]=[N:6][C:5]=1[CH3:8])#[CH:10]. The catalyst class is: 11. (4) Reactant: [C:1](Cl)(=O)[C:2]([Cl:4])=[O:3].[Cl:7][CH2:8][C:9]1[CH:17]=[CH:16]C(C(O)=O)=[CH:11][CH:10]=1. Product: [Cl:7][CH2:8][C:9]1[CH:17]=[CH:16][C:1]([C:2]([Cl:4])=[O:3])=[CH:11][CH:10]=1. The catalyst class is: 120. (5) Reactant: [CH3:1][N:2]1[C:11]([CH3:18])([C:12]2[CH:17]=[CH:16][CH:15]=[CH:14][CH:13]=2)[C:10]2[C:5](=[CH:6][CH:7]=[CH:8][CH:9]=2)[NH:4][C:3]1=[O:19].C1C(=O)N([Br:27])C(=O)C1. Product: [Br:27][C:8]1[CH:9]=[C:10]2[C:5](=[CH:6][CH:7]=1)[NH:4][C:3](=[O:19])[N:2]([CH3:1])[C:11]2([CH3:18])[C:12]1[CH:13]=[CH:14][CH:15]=[CH:16][CH:17]=1. The catalyst class is: 2. (6) Reactant: Cl[C:2]1[C:7]([C:8]#[N:9])=[C:6]([NH:10][CH2:11][CH2:12][OH:13])[N:5]=[C:4]([NH:14][CH2:15][CH:16]2[CH2:18][CH2:17]2)[N:3]=1.[F:19][C:20]1[CH:25]=[CH:24][C:23]([N:26]2[CH2:31][CH2:30][NH:29][CH2:28][CH2:27]2)=[CH:22][CH:21]=1.C(N(C(C)C)C(C)C)C. Product: [CH:16]1([CH2:15][NH:14][C:4]2[N:3]=[C:2]([N:29]3[CH2:28][CH2:27][N:26]([C:23]4[CH:22]=[CH:21][C:20]([F:19])=[CH:25][CH:24]=4)[CH2:31][CH2:30]3)[C:7]([C:8]#[N:9])=[C:6]([NH:10][CH2:11][CH2:12][OH:13])[N:5]=2)[CH2:18][CH2:17]1. The catalyst class is: 12. (7) Reactant: C(=[N:14][C:15]1[CH:43]=[CH:42][C:18]([CH2:19][N:20]2[C:24]3=[N:25][C:26]([C:29]4[CH:34]=[C:33]([O:35][CH3:36])[C:32]([O:37][CH3:38])=[C:31]([O:39][CH3:40])[CH:30]=4)=[CH:27][N:28]=[C:23]3[NH:22][C:21]2=[O:41])=[CH:17][CH:16]=1)(C1C=CC=CC=1)C1C=CC=CC=1.Cl. Product: [NH2:14][C:15]1[CH:43]=[CH:42][C:18]([CH2:19][N:20]2[C:24]3=[N:25][C:26]([C:29]4[CH:30]=[C:31]([O:39][CH3:40])[C:32]([O:37][CH3:38])=[C:33]([O:35][CH3:36])[CH:34]=4)=[CH:27][N:28]=[C:23]3[NH:22][C:21]2=[O:41])=[CH:17][CH:16]=1. The catalyst class is: 1.